Dataset: Reaction yield outcomes from USPTO patents with 853,638 reactions. Task: Predict the reaction yield, written as a fraction of the theoretical maximum amount of product (1.0 means a 100% yield; for example, 0.34 means a 34% yield). The reactants are [NH2:1][C:2]1[C:3](Cl)=[N:4][C:5]2[C:10]([N:11]=1)=[CH:9][C:8]([F:12])=[CH:7][CH:6]=2.[CH3:14][O-:15].[Na+]. The catalyst is O1CCCC1.CO. The product is [NH2:1][C:2]1[C:3]([O:15][CH3:14])=[N:4][C:5]2[C:10]([N:11]=1)=[CH:9][C:8]([F:12])=[CH:7][CH:6]=2. The yield is 0.910.